From a dataset of NCI-60 drug combinations with 297,098 pairs across 59 cell lines. Regression. Given two drug SMILES strings and cell line genomic features, predict the synergy score measuring deviation from expected non-interaction effect. (1) Drug 1: CCCCCOC(=O)NC1=NC(=O)N(C=C1F)C2C(C(C(O2)C)O)O. Drug 2: CS(=O)(=O)CCNCC1=CC=C(O1)C2=CC3=C(C=C2)N=CN=C3NC4=CC(=C(C=C4)OCC5=CC(=CC=C5)F)Cl. Cell line: HOP-92. Synergy scores: CSS=8.41, Synergy_ZIP=-2.10, Synergy_Bliss=0.541, Synergy_Loewe=-8.04, Synergy_HSA=-1.63. (2) Drug 1: C1CC(=O)NC(=O)C1N2C(=O)C3=CC=CC=C3C2=O. Drug 2: CC(C)NC(=O)C1=CC=C(C=C1)CNNC.Cl. Synergy scores: CSS=4.56, Synergy_ZIP=0.869, Synergy_Bliss=1.41, Synergy_Loewe=-1.56, Synergy_HSA=-0.311. Cell line: SK-MEL-2. (3) Drug 1: CC1=C(C(=CC=C1)Cl)NC(=O)C2=CN=C(S2)NC3=CC(=NC(=N3)C)N4CCN(CC4)CCO. Drug 2: C1=CN(C=N1)CC(O)(P(=O)(O)O)P(=O)(O)O. Cell line: SN12C. Synergy scores: CSS=26.7, Synergy_ZIP=-0.740, Synergy_Bliss=-1.34, Synergy_Loewe=-17.3, Synergy_HSA=0.844.